Task: Predict which catalyst facilitates the given reaction.. Dataset: Catalyst prediction with 721,799 reactions and 888 catalyst types from USPTO (1) Reactant: [Cl:1][C:2]1[S:6][C:5](/[CH:7]=[CH:8]/[S:9]([N:12]([CH3:36])[C@H:13]2[CH2:17][CH2:16][N:15]([C:18]3[CH:19]=[C:20]4[C:25](=[CH:26][CH:27]=3)[CH2:24][N:23](C(OC(C)(C)C)=O)[CH2:22][CH2:21]4)[C:14]2=[O:35])(=[O:11])=[O:10])=[CH:4][CH:3]=1. Product: [ClH:1].[Cl:1][C:2]1[S:6][C:5](/[CH:7]=[CH:8]/[S:9]([N:12]([CH3:36])[C@H:13]2[CH2:17][CH2:16][N:15]([C:18]3[CH:19]=[C:20]4[C:25](=[CH:26][CH:27]=3)[CH2:24][NH:23][CH2:22][CH2:21]4)[C:14]2=[O:35])(=[O:10])=[O:11])=[CH:4][CH:3]=1. The catalyst class is: 89. (2) Reactant: [C:9](O[C:9]([O:11][C:12]([CH3:15])([CH3:14])[CH3:13])=[O:10])([O:11][C:12]([CH3:15])([CH3:14])[CH3:13])=[O:10].[F:16][C:17]1[C:18]([CH3:24])=[C:19]([CH:21]=[CH:22][CH:23]=1)[NH2:20]. The catalyst class is: 7. Product: [F:16][C:17]1[C:18]([CH3:24])=[C:19]([NH:20][C:9](=[O:10])[O:11][C:12]([CH3:13])([CH3:14])[CH3:15])[CH:21]=[CH:22][CH:23]=1. (3) Reactant: C[O:2][C:3](=O)[C@H:4]([NH:6][C:7]1[C:12]([Br:13])=[CH:11][N:10]=[C:9]([Cl:14])[N:8]=1)[CH3:5].[H-].C([Al+]CC(C)C)C(C)C. Product: [Br:13][C:12]1[C:7]([NH:6][C@H:4]([CH3:5])[CH:3]=[O:2])=[N:8][C:9]([Cl:14])=[N:10][CH:11]=1. The catalyst class is: 11. (4) Reactant: [O:1]=[C:2]1[N:8]([CH:9]2[CH2:14][CH2:13][N:12]([C:15]([O:17][C@H:18]([CH2:34][C:35]3[CH:40]=[C:39]([C:41]([F:44])([F:43])[F:42])[C:38]([NH2:45])=[C:37]([Cl:46])[CH:36]=3)[C:19]([N:21]3[CH2:26][CH2:25][CH:24]([N:27]4[CH2:32][CH2:31][N:30]([CH3:33])[CH2:29][CH2:28]4)[CH2:23][CH2:22]3)=[O:20])=[O:16])[CH2:11][CH2:10]2)[CH2:7][CH2:6][C:5]2[CH:47]=[CH:48][CH:49]=[CH:50][C:4]=2[NH:3]1.Cl. Product: [ClH:46].[O:1]=[C:2]1[N:8]([CH:9]2[CH2:14][CH2:13][N:12]([C:15]([O:17][C@H:18]([CH2:34][C:35]3[CH:40]=[C:39]([C:41]([F:43])([F:42])[F:44])[C:38]([NH2:45])=[C:37]([Cl:46])[CH:36]=3)[C:19]([N:21]3[CH2:26][CH2:25][CH:24]([N:27]4[CH2:28][CH2:29][N:30]([CH3:33])[CH2:31][CH2:32]4)[CH2:23][CH2:22]3)=[O:20])=[O:16])[CH2:11][CH2:10]2)[CH2:7][CH2:6][C:5]2[CH:47]=[CH:48][CH:49]=[CH:50][C:4]=2[NH:3]1. The catalyst class is: 32. (5) Reactant: C(O)(C(F)(F)F)=O.[C:8]([NH:11][C:12]1[C:17]2[N:18]=[C:19]([NH:22][C:23]3[CH:28]=[CH:27][C:26]([N:29]4[CH2:34][CH2:33][N:32](C(OC(C)(C)C)=O)[CH2:31][CH2:30]4)=[CH:25][CH:24]=3)[N:20]=[CH:21][C:16]=2[C:15](=[O:42])[N:14]([C:43]2[C:48]([Cl:49])=[CH:47][CH:46]=[CH:45][C:44]=2[Cl:50])[CH:13]=1)(=[O:10])[CH3:9]. Product: [Cl:50][C:44]1[CH:45]=[CH:46][CH:47]=[C:48]([Cl:49])[C:43]=1[N:14]1[CH:13]=[C:12]([NH:11][C:8](=[O:10])[CH3:9])[C:17]2[N:18]=[C:19]([NH:22][C:23]3[CH:28]=[CH:27][C:26]([N:29]4[CH2:30][CH2:31][NH:32][CH2:33][CH2:34]4)=[CH:25][CH:24]=3)[N:20]=[CH:21][C:16]=2[C:15]1=[O:42]. The catalyst class is: 2. (6) Product: [F:1][C:2]1[CH:7]=[C:6]([I:8])[CH:5]=[CH:4][C:3]=1[N:9]1[C:10]([CH3:11])=[N:15][N:14]=[N:13]1. The catalyst class is: 10. Reactant: [F:1][C:2]1[CH:7]=[C:6]([I:8])[CH:5]=[CH:4][C:3]=1[NH:9][C:10](=O)[CH3:11].[N-:13]=[N+:14]=[N-:15].[Na+].FC(F)(F)S(OS(C(F)(F)F)(=O)=O)(=O)=O. (7) Reactant: [H-].[Na+].[C:3]([C:5]1[C:10]([C:11]2[NH:15][CH:14]=[C:13]([CH2:16][N:17]([CH3:25])[C:18](=[O:24])[O:19][C:20]([CH3:23])([CH3:22])[CH3:21])[CH:12]=2)=[CH:9][CH:8]=[CH:7][N:6]=1)#[N:4].C1OCCOCCOCCOCCOC1.[F:41][C:42]1[CH:47]=[C:46]([F:48])[CH:45]=[CH:44][C:43]=1[S:49](Cl)(=[O:51])=[O:50].[Cl-].[NH4+]. Product: [C:3]([C:5]1[C:10]([C:11]2[N:15]([S:49]([C:43]3[CH:44]=[CH:45][C:46]([F:48])=[CH:47][C:42]=3[F:41])(=[O:51])=[O:50])[CH:14]=[C:13]([CH2:16][N:17]([CH3:25])[C:18](=[O:24])[O:19][C:20]([CH3:21])([CH3:22])[CH3:23])[CH:12]=2)=[CH:9][CH:8]=[CH:7][N:6]=1)#[N:4]. The catalyst class is: 7. (8) Reactant: [CH2:1]([C:3]([C:8]1[C:9]([CH2:14][OH:15])=[N:10][CH:11]=[CH:12][CH:13]=1)([O:6][CH3:7])[CH2:4][CH3:5])[CH3:2]. Product: [CH2:1]([C:3]([C:8]1[C:9]([CH:14]=[O:15])=[N:10][CH:11]=[CH:12][CH:13]=1)([O:6][CH3:7])[CH2:4][CH3:5])[CH3:2]. The catalyst class is: 177. (9) Reactant: Cl[C:2]1[C:7]([C:8]([O:10][CH2:11][CH3:12])=[O:9])=[CH:6][N:5]=[C:4]([S:13][CH3:14])[N:3]=1.CC[N:17](CC)CC.N.O. Product: [NH2:17][C:2]1[C:7]([C:8]([O:10][CH2:11][CH3:12])=[O:9])=[CH:6][N:5]=[C:4]([S:13][CH3:14])[N:3]=1. The catalyst class is: 1. (10) Reactant: [N:1]1([CH:14]([CH3:18])[C:15]([NH2:17])=O)[C:10]2[C:5](=[CH:6][CH:7]=[CH:8][CH:9]=2)[C:4]2([CH2:13][CH2:12][CH2:11]2)[CH2:3][CH2:2]1.CO.Cl. Product: [N:1]1([CH:14]([CH3:18])[CH2:15][NH2:17])[C:10]2[C:5](=[CH:6][CH:7]=[CH:8][CH:9]=2)[C:4]2([CH2:13][CH2:12][CH2:11]2)[CH2:3][CH2:2]1. The catalyst class is: 56.